Dataset: Full USPTO retrosynthesis dataset with 1.9M reactions from patents (1976-2016). Task: Predict the reactants needed to synthesize the given product. (1) Given the product [CH:15]([N:13]([CH3:14])[C@@H:10]1[CH2:11][CH2:12][C@H:7]([N:4]2[CH2:5][CH2:6][C@H:2]([NH:1][C:34]3[C:43]4[C:38](=[CH:39][CH:40]=[C:41]([C:44]([F:46])([F:47])[F:45])[CH:42]=4)[N:37]=[CH:36][N:35]=3)[C:3]2=[O:25])[C@H:8]([CH2:18][S:19]([CH:22]([CH3:24])[CH3:23])(=[O:21])=[O:20])[CH2:9]1)([CH3:17])[CH3:16], predict the reactants needed to synthesize it. The reactants are: [NH2:1][C@H:2]1[CH2:6][CH2:5][N:4]([C@H:7]2[CH2:12][CH2:11][C@@H:10]([N:13]([CH:15]([CH3:17])[CH3:16])[CH3:14])[CH2:9][C@H:8]2[CH2:18][S:19]([CH:22]([CH3:24])[CH3:23])(=[O:21])=[O:20])[C:3]1=[O:25].C(N(CC)CC)C.Cl[C:34]1[C:43]2[C:38](=[CH:39][CH:40]=[C:41]([C:44]([F:47])([F:46])[F:45])[CH:42]=2)[N:37]=[CH:36][N:35]=1. (2) Given the product [Cl:30][C:21]1[CH:22]=[C:23]([C:26]([F:27])([F:28])[F:29])[CH:24]=[CH:25][C:20]=1[S:17]([NH:16][C:13]1[CH:14]=[CH:15][C:10]([O:9][C:7]2[S:8][C:4]3[CH:3]=[C:2]([NH:1][S:34]([CH3:33])(=[O:36])=[O:35])[CH:32]=[CH:31][C:5]=3[N:6]=2)=[CH:11][CH:12]=1)(=[O:18])=[O:19], predict the reactants needed to synthesize it. The reactants are: [NH2:1][C:2]1[CH:32]=[CH:31][C:5]2[N:6]=[C:7]([O:9][C:10]3[CH:15]=[CH:14][C:13]([NH:16][S:17]([C:20]4[CH:25]=[CH:24][C:23]([C:26]([F:29])([F:28])[F:27])=[CH:22][C:21]=4[Cl:30])(=[O:19])=[O:18])=[CH:12][CH:11]=3)[S:8][C:4]=2[CH:3]=1.[CH3:33][S:34](Cl)(=[O:36])=[O:35].